From a dataset of Reaction yield outcomes from USPTO patents with 853,638 reactions. Predict the reaction yield, written as a fraction of the theoretical maximum amount of product (1.0 means a 100% yield; for example, 0.34 means a 34% yield). (1) The reactants are [CH3:1][C:2]1[CH:7]=[C:6]([O:8][CH2:9][CH2:10][CH2:11][C:12]2[CH:17]=[CH:16][CH:15]=[CH:14][N:13]=2)[CH:5]=[CH:4][C:3]=1[C:18]1[CH:23]=[CH:22][CH:21]=[C:20]([CH2:24][O:25][C:26]2[CH:31]=[CH:30][C:29]([CH2:32][CH2:33][C:34]([O:36]C)=[O:35])=[CH:28][CH:27]=2)[CH:19]=1.[OH-].[Na+].O.C(O)(=O)CC(CC(O)=O)(C(O)=O)O. The catalyst is CO.O1CCCC1. The product is [CH3:1][C:2]1[CH:7]=[C:6]([O:8][CH2:9][CH2:10][CH2:11][C:12]2[CH:17]=[CH:16][CH:15]=[CH:14][N:13]=2)[CH:5]=[CH:4][C:3]=1[C:18]1[CH:23]=[CH:22][CH:21]=[C:20]([CH2:24][O:25][C:26]2[CH:27]=[CH:28][C:29]([CH2:32][CH2:33][C:34]([OH:36])=[O:35])=[CH:30][CH:31]=2)[CH:19]=1. The yield is 0.480. (2) The reactants are [CH3:1][S:2][C:3]1[CH:11]=[CH:10][C:6]([C:7]([OH:9])=[O:8])=[CH:5][C:4]=1[N+:12]([O-:14])=[O:13].OO.S(S([O-])=O)([O-])(=O)=[O:18].[Na+].[Na+]. The catalyst is C(O)(=O)C. The product is [CH3:1][S:2]([C:3]1[CH:11]=[CH:10][C:6]([C:7]([OH:9])=[O:8])=[CH:5][C:4]=1[N+:12]([O-:14])=[O:13])=[O:18]. The yield is 0.890. (3) The reactants are [NH2:1][C:2]1[S:3][C:4]2[CH:31]=[CH:30][CH:29]=[CH:28][C:5]=2[C:6]=1[C:7]([N:9]1[CH2:14][CH2:13][CH:12]([N:15]2[CH2:27][CH2:26][CH2:25][C:17]3([O:21][C:20](=[O:22])[N:19]([CH3:23])[C:18]3=[O:24])[CH2:16]2)[CH2:11][CH2:10]1)=[O:8].[CH:32]([N:35]=[C:36]=[O:37])([CH3:34])[CH3:33]. No catalyst specified. The product is [CH:32]([NH:35][C:36]([NH:1][C:2]1[S:3][C:4]2[CH:31]=[CH:30][CH:29]=[CH:28][C:5]=2[C:6]=1[C:7]([N:9]1[CH2:10][CH2:11][CH:12]([N:15]2[CH2:27][CH2:26][CH2:25][C:17]3([O:21][C:20](=[O:22])[N:19]([CH3:23])[C:18]3=[O:24])[CH2:16]2)[CH2:13][CH2:14]1)=[O:8])=[O:37])([CH3:34])[CH3:33]. The yield is 0.580.